Predict the product of the given reaction. From a dataset of Forward reaction prediction with 1.9M reactions from USPTO patents (1976-2016). (1) Given the reactants [CH:1]([C:3]1[Se:7][CH:6]=[C:5]([CH2:8][O:9][CH2:10][C:11]([OH:13])=[O:12])[CH:4]=1)=O.[F:14][C:15]1[CH:16]=[C:17]2[C:21](=[CH:22][CH:23]=1)[NH:20][C:19](=[O:24])[CH2:18]2.[Se]1C=CC=C1C=O, predict the reaction product. The product is: [F:14][C:15]1[CH:16]=[C:17]2[C:21](=[CH:22][CH:23]=1)[NH:20][C:19](=[O:24])/[C:18]/2=[CH:1]\[C:3]1[Se:7][CH:6]=[C:5]([CH2:8][O:9][CH2:10][C:11]([OH:13])=[O:12])[CH:4]=1. (2) Given the reactants [Cl:1][C:2]1[CH:3]=[C:4]([C:8]2[C:13]3[N:14]([CH2:29][C@H:30]4[CH2:35][CH2:34][C@H:33]([CH3:36])[CH2:32][CH2:31]4)[C:15]([N:17]4[CH2:22][CH2:21][O:20][CH2:19][C@H:18]4[C:23]4[CH:28]=[CH:27][CH:26]=[CH:25][CH:24]=4)=[N:16][C:12]=3[CH:11]=[C:10]([C:37]([OH:39])=O)[N:9]=2)[CH:5]=[N:6][CH:7]=1.[CH3:40][N:41](C(ON1N=NC2C=CC=NC1=2)=[N+](C)C)C.F[P-](F)(F)(F)(F)F.CCN(C(C)C)C(C)C.CN.CO, predict the reaction product. The product is: [Cl:1][C:2]1[CH:3]=[C:4]([C:8]2[C:13]3[N:14]([CH2:29][C@H:30]4[CH2:31][CH2:32][C@H:33]([CH3:36])[CH2:34][CH2:35]4)[C:15]([N:17]4[CH2:22][CH2:21][O:20][CH2:19][C@H:18]4[C:23]4[CH:24]=[CH:25][CH:26]=[CH:27][CH:28]=4)=[N:16][C:12]=3[CH:11]=[C:10]([C:37]([NH:41][CH3:40])=[O:39])[N:9]=2)[CH:5]=[N:6][CH:7]=1. (3) Given the reactants [N:1]1([C:6]2[CH:27]=[CH:26][C:9]([CH2:10][C:11]3[C:12](OC)=[N:13][C:14]4[C:19]([C:20]=3[Cl:21])=[CH:18][C:17]([Br:22])=[CH:16][C:15]=4C)=[CH:8][CH:7]=2)[CH:5]=[CH:4][CH:3]=[N:2]1.[CH2:28]([NH:30][CH2:31][CH3:32])[CH3:29], predict the reaction product. The product is: [N:1]1([C:6]2[CH:27]=[CH:26][C:9]([CH2:10][C:11]3[C:12]([N:30]([CH2:31][CH3:32])[CH2:28][CH3:29])=[N:13][C:14]4[C:19]([C:20]=3[Cl:21])=[CH:18][C:17]([Br:22])=[CH:16][CH:15]=4)=[CH:8][CH:7]=2)[CH:5]=[CH:4][CH:3]=[N:2]1. (4) Given the reactants C(OC(=O)[NH:7][C:8]1[CH:13]=[CH:12][C:11]([C:14]#[C:15][C:16]2[CH:21]=CC(F)=[CH:18][CH:17]=2)=[CH:10][C:9]=1[NH:23][C:24](=[O:36])[CH2:25][C:26]([C:28]1[CH:33]=[CH:32][CH:31]=[C:30]([C:34]#[N:35])[CH:29]=1)=O)(C)(C)C.[C:38](O)([C:40]([F:43])(F)F)=O, predict the reaction product. The product is: [F:43][C:40]1[CH:38]=[CH:21][C:16]([C:15]#[C:14][C:11]2[CH:12]=[CH:13][C:8]3[N:7]=[C:26]([C:28]4[CH:29]=[C:30]([CH:31]=[CH:32][CH:33]=4)[C:34]#[N:35])[CH2:25][C:24](=[O:36])[NH:23][C:9]=3[CH:10]=2)=[CH:17][CH:18]=1. (5) Given the reactants [CH:1]1([C:4]2[C:5]([O:14][C@@H:15]3[CH2:20][CH2:19][CH2:18][N:17]([CH2:21][C:22]4[CH:27]=[CH:26][C:25]([Cl:28])=[CH:24][C:23]=4[Cl:29])[CH2:16]3)=[CH:6][C:7]([F:13])=[C:8]([CH:12]=2)[C:9]([OH:11])=O)[CH2:3][CH2:2]1.CS(N)(=O)=O.[N:35]1([S:39]([NH2:42])(=[O:41])=[O:40])[CH2:38][CH2:37][CH2:36]1, predict the reaction product. The product is: [N:35]1([S:39]([NH:42][C:9](=[O:11])[C:8]2[CH:12]=[C:4]([CH:1]3[CH2:3][CH2:2]3)[C:5]([O:14][C@@H:15]3[CH2:20][CH2:19][CH2:18][N:17]([CH2:21][C:22]4[CH:27]=[CH:26][C:25]([Cl:28])=[CH:24][C:23]=4[Cl:29])[CH2:16]3)=[CH:6][C:7]=2[F:13])(=[O:41])=[O:40])[CH2:38][CH2:37][CH2:36]1.